From a dataset of Reaction yield outcomes from USPTO patents with 853,638 reactions. Predict the reaction yield, written as a fraction of the theoretical maximum amount of product (1.0 means a 100% yield; for example, 0.34 means a 34% yield). (1) The reactants are Br[C:2]1[CH:3]=[C:4]2[N:9]([CH:10]=1)[N:8]=[CH:7][N:6]=[C:5]2[OH:11].BrC1C=C(C(OC)=O)NC=1.CC1(C)C(C)(C)OB([C:30]2[CH:35]=[CH:34][N:33]=[C:32]([N:36]3[CH2:41][CH2:40][O:39][CH2:38][CH2:37]3)[CH:31]=2)O1.C([O-])([O-])=O.[K+].[K+]. The catalyst is CN(C=O)C.C1C=CC([P]([Pd]([P](C2C=CC=CC=2)(C2C=CC=CC=2)C2C=CC=CC=2)([P](C2C=CC=CC=2)(C2C=CC=CC=2)C2C=CC=CC=2)[P](C2C=CC=CC=2)(C2C=CC=CC=2)C2C=CC=CC=2)(C2C=CC=CC=2)C2C=CC=CC=2)=CC=1. The product is [O:39]1[CH2:40][CH2:41][N:36]([C:32]2[CH:31]=[C:30]([C:2]3[CH:3]=[C:4]4[N:9]([CH:10]=3)[N:8]=[CH:7][N:6]=[C:5]4[OH:11])[CH:35]=[CH:34][N:33]=2)[CH2:37][CH2:38]1. The yield is 0.820. (2) The reactants are [C@@H:1]1([NH2:8])[CH2:6][CH2:5][CH2:4][CH2:3][C@H:2]1[NH2:7].[CH3:9][C:10]([O:13][C:14](O[C:14]([O:13][C:10]([CH3:12])([CH3:11])[CH3:9])=[O:15])=[O:15])([CH3:12])[CH3:11]. The catalyst is O1CCOCC1. The yield is 0.160. The product is [NH2:7][C@@H:2]1[CH2:3][CH2:4][CH2:5][CH2:6][C@H:1]1[NH:8][C:14](=[O:15])[O:13][C:10]([CH3:12])([CH3:11])[CH3:9]. (3) The reactants are [OH:1][C:2]1[CH:7]=[CH:6][C:5]([C:8]2([C:11]([OH:13])=O)[CH2:10][CH2:9]2)=[CH:4][CH:3]=1.[NH:14]1[CH2:18][CH2:17][C@@:16]2([C:22]3[CH:23]=[CH:24][CH:25]=[CH:26][C:21]=3[C:20](=[O:27])[O:19]2)[CH2:15]1.[CH3:28][C:29]1(C)[C@@H]2CC[C@@:30]1([CH2:37]S(O)(=O)=O)[C:31](=O)[CH2:32]2.F[P-](F)(F)(F)(F)F.[N:50]1(O[P+](N(C)C)(N(C)C)N(C)C)C2C=CC=CC=2N=N1.C(N(CC)C(C)C)(C)C. The catalyst is C(Cl)Cl. The product is [N:50]1[CH:32]=[CH:31][C:30]([CH2:37][O:1][C:2]2[CH:3]=[CH:4][C:5]([C:8]3([C:11]([N:14]4[CH2:18][CH2:17][C@@:16]5([C:22]6[CH:23]=[CH:24][CH:25]=[CH:26][C:21]=6[C:20](=[O:27])[O:19]5)[CH2:15]4)=[O:13])[CH2:9][CH2:10]3)=[CH:6][CH:7]=2)=[CH:29][CH:28]=1. The yield is 0.890. (4) The product is [Cl:7][C:8]1[C:13]([C:14]([F:17])([F:15])[F:16])=[CH:12][N:11]=[C:10]2[NH:18][CH:19]=[C:20]([NH:21][C:4](=[O:5])[CH2:3][O:2][CH3:1])[C:9]=12. The catalyst is N1C=CC=CC=1.C1COCC1. The reactants are [CH3:1][O:2][CH2:3][C:4](Cl)=[O:5].[Cl:7][C:8]1[C:13]([C:14]([F:17])([F:16])[F:15])=[CH:12][N:11]=[C:10]2[NH:18][CH:19]=[C:20]([NH2:21])[C:9]=12.[Li+].[OH-]. The yield is 0.980. (5) The reactants are [NH:1](C(OC(C)(C)C)=O)[C@H:2]([C:8]([O:10]C(C)(C)C)=[O:9])[CH2:3][CH2:4][C:5](=[O:7])O.CN(C(ON1N=NC2C=CC=NC1=2)=[N+](C)C)C.F[P-](F)(F)(F)(F)F.C1C=NC2N(O)N=NC=2C=1.[S:56]([C:60]1[CH:61]=[C:62]([CH:64]=[CH:65][CH:66]=1)[NH2:63])([OH:59])(=[O:58])=[O:57]. The catalyst is CN(C=O)C.C(N(CC)CC)C. The product is [S:56]([C:60]1[CH:61]=[C:62]([NH:63][C:5](=[O:7])[CH2:4][CH2:3][C@@H:2]([C:8]([OH:10])=[O:9])[NH2:1])[CH:64]=[CH:65][CH:66]=1)([OH:59])(=[O:58])=[O:57]. The yield is 0.410. (6) The reactants are [NH2:1][C:2]1[N:7]=[C:6]([C:8]([O:10][CH2:11][CH3:12])=[O:9])[CH:5]=[CH:4][CH:3]=1.[C:13](O[C:13]([O:15][C:16]([CH3:19])([CH3:18])[CH3:17])=[O:14])([O:15][C:16]([CH3:19])([CH3:18])[CH3:17])=[O:14]. The catalyst is CC(O)(C)C.CC(C)=O.CN(C1C=CN=CC=1)C. The product is [C:16]([O:15][C:13]([NH:1][C:2]1[N:7]=[C:6]([C:8]([O:10][CH2:11][CH3:12])=[O:9])[CH:5]=[CH:4][CH:3]=1)=[O:14])([CH3:19])([CH3:18])[CH3:17]. The yield is 0.910. (7) The reactants are [CH:1]1([C:7]2[CH:8]=[CH:9][C:10]3[N:11]([C:13]([C:17]4[S:18][C:19]([C:28](O)=[O:29])=[C:20]([C:22]5[CH:27]=[CH:26][CH:25]=[CH:24][CH:23]=5)[N:21]=4)=[C:14]([CH3:16])[N:15]=3)[CH:12]=2)[CH2:6][CH2:5][CH2:4][CH2:3][CH2:2]1.[Cl-].[NH4+].C1C=CC2N(O)N=[N:39]C=2C=1.CCN=C=NCCCN(C)C.C(=O)(O)[O-].[Na+]. The catalyst is CN(C=O)C.O. The product is [CH:1]1([C:7]2[CH:8]=[CH:9][C:10]3[N:11]([C:13]([C:17]4[S:18][C:19]([C:28]([NH2:39])=[O:29])=[C:20]([C:22]5[CH:23]=[CH:24][CH:25]=[CH:26][CH:27]=5)[N:21]=4)=[C:14]([CH3:16])[N:15]=3)[CH:12]=2)[CH2:2][CH2:3][CH2:4][CH2:5][CH2:6]1. The yield is 0.620.